From a dataset of Full USPTO retrosynthesis dataset with 1.9M reactions from patents (1976-2016). Predict the reactants needed to synthesize the given product. (1) Given the product [C:72]([O:38][C:36](=[O:37])[CH2:35][C:30]1([C:27]2[CH:26]=[CH:25][C:24]([NH:23][C:21](=[O:22])[CH2:20][C:5]3[CH:6]=[CH:7][C:8]4[N:9]=[C:10]([NH:12][C:13]5[CH:18]=[CH:17][CH:16]=[CH:15][C:14]=5[CH3:19])[O:11][C:3]=4[CH:4]=3)=[CH:29][CH:28]=2)[CH2:34][CH2:33][CH2:32][CH2:31]1)([CH3:75])([CH3:74])[CH3:73], predict the reactants needed to synthesize it. The reactants are: CO[C:3]1[CH:4]=[C:5]([CH2:20][C:21]([NH:23][C:24]2[CH:29]=[CH:28][C:27]([C:30]3([CH2:35][C:36]([OH:38])=[O:37])[CH2:34][CH2:33][CH2:32][CH2:31]3)=[CH:26][CH:25]=2)=[O:22])[CH:6]=[CH:7][C:8]=1[NH:9][C:10]([NH:12][C:13]1[CH:18]=[CH:17][CH:16]=[CH:15][C:14]=1[CH3:19])=[O:11].F[P-](F)(F)(F)(F)F.N1(OC(N(C)C)=[N+](C)C)C2N=CC=CC=2N=N1.C(N(C(C)C)CC)(C)C.[C:72](OC(=O)[CH2:73][C:72]1(C2C=CC(N)=CC=2)[CH2:75]CC[CH2:74]1)([CH3:75])([CH3:74])[CH3:73]. (2) Given the product [F:13][C:5]1[CH:4]=[C:3]([CH:12]=[CH:11][C:6]=1[CH2:7][OH:8])[C:1]#[N:2], predict the reactants needed to synthesize it. The reactants are: [C:1]([C:3]1[CH:12]=[CH:11][C:6]([C:7](OC)=[O:8])=[C:5]([F:13])[CH:4]=1)#[N:2].[BH4-].[Na+].Cl. (3) Given the product [O:42]1[CH2:45][CH:44]([O:46][C:47](=[O:68])[C@@:48]([CH2:66][OH:67])([CH3:65])[CH2:49][C@H:50]([NH:64][C:6]([C:4]2[NH:3][N:2]=[N:1][CH:5]=2)=[O:8])[CH2:51][C:52]2[CH:57]=[CH:56][C:55]([C:58]3[CH:59]=[CH:60][CH:61]=[CH:62][CH:63]=3)=[CH:54][CH:53]=2)[CH2:43]1, predict the reactants needed to synthesize it. The reactants are: [NH:1]1[CH:5]=[C:4]([C:6]([OH:8])=O)[N:3]=[N:2]1.CCN(C(C)C)C(C)C.CN(C(ON1N=NC2C=CC=NC1=2)=[N+](C)C)C.F[P-](F)(F)(F)(F)F.[O:42]1[CH2:45][CH:44]([O:46][C:47](=[O:68])[C@@:48]([CH2:66][OH:67])([CH3:65])[CH2:49][C@H:50]([NH2:64])[CH2:51][C:52]2[CH:57]=[CH:56][C:55]([C:58]3[CH:63]=[CH:62][CH:61]=[CH:60][CH:59]=3)=[CH:54][CH:53]=2)[CH2:43]1. (4) Given the product [CH3:10][O:9][C:7]([C:6]1[CH:11]=[CH:12][C:3]([CH2:2][N:22]2[CH2:21][CH2:20][N:19]([C:25]([O:27][C:28]([CH3:31])([CH3:30])[CH3:29])=[O:26])[CH2:24][CH2:23]2)=[CH:4][CH:5]=1)=[O:8], predict the reactants needed to synthesize it. The reactants are: Br[CH2:2][C:3]1[CH:12]=[CH:11][C:6]([C:7]([O:9][CH3:10])=[O:8])=[CH:5][CH:4]=1.C([O-])([O-])=O.[K+].[K+].[N:19]1([C:25]([O:27][C:28]([CH3:31])([CH3:30])[CH3:29])=[O:26])[CH2:24][CH2:23][NH:22][CH2:21][CH2:20]1. (5) Given the product [CH3:20][C:18]1[CH:17]=[C:16]([CH3:21])[N:15]=[C:14]([NH:13][CH:10]2[CH2:11][CH2:12][NH:8][CH2:9]2)[CH:19]=1, predict the reactants needed to synthesize it. The reactants are: C([N:8]1[CH2:12][CH2:11][CH:10]([NH:13][C:14]2[CH:19]=[C:18]([CH3:20])[CH:17]=[C:16]([CH3:21])[N:15]=2)[CH2:9]1)C1C=CC=CC=1.